From a dataset of Reaction yield outcomes from USPTO patents with 853,638 reactions. Predict the reaction yield, written as a fraction of the theoretical maximum amount of product (1.0 means a 100% yield; for example, 0.34 means a 34% yield). (1) The catalyst is O1CCOCC1. The yield is 0.690. The reactants are [NH2:1][C:2]1[C:7]([S:8]([NH2:11])(=[O:10])=[O:9])=[CH:6][C:5]([Br:12])=[CH:4][N:3]=1.[CH2:13]([O:15][C:16](=[O:21])[CH2:17][C:18](Cl)=[O:19])[CH3:14].C(=O)(O)[O-].[Na+]. The product is [CH2:13]([O:15][C:16](=[O:21])[CH2:17][C:18]([NH:1][C:2]1[C:7]([S:8](=[O:9])(=[O:10])[NH2:11])=[CH:6][C:5]([Br:12])=[CH:4][N:3]=1)=[O:19])[CH3:14]. (2) The reactants are [Cl:1][C:2]1[CH:3]=[C:4]2[C:9](=[CH:10][CH:11]=1)[C:8](=[O:12])[N:7]([CH3:13])[C:6]([CH2:14][N:15]1C(=O)C3C(=CC=CC=3)C1=O)=[C:5]2[O:26][CH3:27].O.NN.C(=O)([O-])O.[Na+]. The catalyst is C(O)C.O1CCCC1. The product is [ClH:1].[NH2:15][CH2:14][C:6]1[N:7]([CH3:13])[C:8](=[O:12])[C:9]2[C:4]([C:5]=1[O:26][CH3:27])=[CH:3][C:2]([Cl:1])=[CH:11][CH:10]=2. The yield is 0.286. (3) The reactants are [Br:1][C:2]1[CH:8]=[C:7]([F:9])[C:6]([Cl:10])=[CH:5][C:3]=1[NH2:4].C(N(CC)CC)C.ClC(Cl)(O[C:22](=[O:28])OC(Cl)(Cl)Cl)Cl.C([O:32][C:33]([C:35]1([NH2:38])[CH2:37][CH2:36]1)=O)C.Cl.C(=O)([O-])[O-].[K+].[K+]. The catalyst is C(Cl)(Cl)Cl.O1CCOCC1.C(OC(=O)C)C.O. The product is [Br:1][C:2]1[CH:8]=[C:7]([F:9])[C:6]([Cl:10])=[CH:5][C:3]=1[N:4]1[C:33](=[O:32])[C:35]2([CH2:37][CH2:36]2)[NH:38][C:22]1=[O:28]. The yield is 0.770. (4) The reactants are [CH3:1][N:2]1[CH2:7][CH2:6][N:5]([C:8]2[N:13]=[CH:12][C:11]([C:14]3[N:18]4[CH:19]=[CH:20][CH:21]=[CH:22][C:17]4=[N:16][C:15]=3[CH2:23][OH:24])=[CH:10][CH:9]=2)[CH2:4][CH2:3]1. The catalyst is C(Cl)(Cl)Cl.[O-2].[O-2].[Mn+4]. The product is [CH3:1][N:2]1[CH2:7][CH2:6][N:5]([C:8]2[N:13]=[CH:12][C:11]([C:14]3[N:18]4[CH:19]=[CH:20][CH:21]=[CH:22][C:17]4=[N:16][C:15]=3[CH:23]=[O:24])=[CH:10][CH:9]=2)[CH2:4][CH2:3]1. The yield is 0.710.